This data is from Catalyst prediction with 721,799 reactions and 888 catalyst types from USPTO. The task is: Predict which catalyst facilitates the given reaction. (1) Reactant: C(O[CH:4](OCC)[CH2:5][NH:6][CH2:7][C:8]1[CH:13]=[CH:12][CH:11]=[C:10]([O:14][CH2:15][CH3:16])[C:9]=1[OH:17])C.[CH3:21][O:22][C:23]1[CH:24]=[C:25]([CH:28]=[C:29]([O:33][CH2:34][C:35]([F:38])([F:37])[F:36])[C:30]=1[O:31][CH3:32])[CH:26]=O.[ClH:39]. Product: [ClH:39].[CH3:21][O:22][C:23]1[CH:24]=[C:25]([CH:28]=[C:29]([O:33][CH2:34][C:35]([F:36])([F:37])[F:38])[C:30]=1[O:31][CH3:32])[CH2:26][C:4]1[C:13]2[C:8](=[C:9]([OH:17])[C:10]([O:14][CH2:15][CH3:16])=[CH:11][CH:12]=2)[CH:7]=[N:6][CH:5]=1. The catalyst class is: 14. (2) Reactant: ClC1C=CC(C([N:8]([C:10](=[O:27])[C@H:11]([NH:16][C:17]2[CH:22]=[CH:21][C:20]([C:23]#[N:24])=[C:19]([Cl:25])[C:18]=2[CH3:26])[C:12]([OH:15])([CH3:14])[CH3:13])[NH2:9])=O)=CC=1.CCN(P1(N(C)CCCN1C)=N[C:37]([CH3:40])([CH3:39])[CH3:38])CC. Product: [Cl:25][C:19]1[C:18]([CH3:26])=[C:17]([NH:16][C@@H:11]([C:10]2[O:27][C:40]([C:37]3[CH:38]=[CH:20][C:19]([Cl:25])=[CH:18][CH:39]=3)=[N:9][N:8]=2)[C:12]([OH:15])([CH3:13])[CH3:14])[CH:22]=[CH:21][C:20]=1[C:23]#[N:24]. The catalyst class is: 1. (3) Reactant: [OH:1][C:2]1[CH:3]=[C:4]2[C:8](=[CH:9][CH:10]=1)[C:7](=[O:11])[N:6]([CH2:12][CH2:13][O:14][CH3:15])[C:5]2=[O:16].C(=O)([O-])[O-].[K+].[K+].[F:23][C:24]1[CH:31]=[CH:30][C:27]([CH2:28]Br)=[CH:26][CH:25]=1. Product: [F:23][C:24]1[CH:31]=[CH:30][C:27]([CH2:28][O:1][C:2]2[CH:3]=[C:4]3[C:8](=[CH:9][CH:10]=2)[C:7](=[O:11])[N:6]([CH2:12][CH2:13][O:14][CH3:15])[C:5]3=[O:16])=[CH:26][CH:25]=1. The catalyst class is: 21. (4) Reactant: [CH2:1]([O:3][C:4](=[O:12])[C:5]1[CH:10]=[CH:9][C:8]([NH2:11])=[CH:7][CH:6]=1)[CH3:2].[CH3:13][O:14][C:15](=[O:24])[C:16]1[CH:21]=[CH:20][CH:19]=[C:18]([CH:22]=O)[CH:17]=1.[CH2:25]=[C:26]([CH3:28])[CH3:27].FC(F)(F)S([O-])(=O)=O.[Yb+3].FC(F)(F)S([O-])(=O)=O.FC(F)(F)S([O-])(=O)=O. Product: [CH2:1]([O:3][C:4]([C:5]1[CH:10]=[C:9]2[C:8](=[CH:7][CH:6]=1)[NH:11][CH:22]([C:18]1[CH:19]=[CH:20][CH:21]=[C:16]([C:15]([O:14][CH3:13])=[O:24])[CH:17]=1)[CH2:25][C:26]2([CH3:28])[CH3:27])=[O:12])[CH3:2]. The catalyst class is: 115. (5) Reactant: [H-].[Na+].[C:3]1([SH:9])[CH:8]=[CH:7][CH:6]=[CH:5][CH:4]=1.[Br:10][C:11]1[CH:18]=[CH:17][C:14]([C:15]#[N:16])=[C:13](F)[CH:12]=1.[OH-].[Na+]. Product: [Br:10][C:11]1[CH:18]=[CH:17][C:14]([C:15]#[N:16])=[C:13]([S:9][C:3]2[CH:8]=[CH:7][CH:6]=[CH:5][CH:4]=2)[CH:12]=1. The catalyst class is: 3. (6) Reactant: CS(O[CH2:6][CH2:7][CH2:8][C:9]1[CH:10]=[C:11]([CH:19]=[CH:20][CH:21]=1)[O:12][CH2:13][C:14]([O:16][CH2:17][CH3:18])=[O:15])(=O)=O.[I-:22].[Na+].CCOC(C)=O. Product: [I:22][CH2:6][CH2:7][CH2:8][C:9]1[CH:10]=[C:11]([CH:19]=[CH:20][CH:21]=1)[O:12][CH2:13][C:14]([O:16][CH2:17][CH3:18])=[O:15]. The catalyst class is: 21. (7) Reactant: [CH3:1][C@@H:2]1[CH2:7][N:6]([C:8]([O:10][CH2:11][C:12]2[CH:17]=[CH:16][CH:15]=[CH:14][CH:13]=2)=[O:9])[CH2:5][C@@H:4]([C:18]([O:20]C)=[O:19])[CH2:3]1.O.O.[OH-].[Li+].Cl. Product: [CH2:11]([O:10][C:8]([N:6]1[CH2:7][C@@H:2]([CH3:1])[CH2:3][C@H:4]([C:18]([OH:20])=[O:19])[CH2:5]1)=[O:9])[C:12]1[CH:13]=[CH:14][CH:15]=[CH:16][CH:17]=1. The catalyst class is: 36. (8) Reactant: [CH:1]1(O)[CH2:8][CH2:7][CH2:6][CH2:5][CH2:4][CH:3]=[CH:2]1.C(N(C(C)C)CC)(C)C.[CH3:19][C@@H:20]1[O:25][C@@H:24]([O:26][C@@H:27]2[C:32]3=[C:33]([OH:50])[C:34]4[C:46](=[O:47])[C:45]5[C:40](=[CH:41][CH:42]=[CH:43][C:44]=5[O:48][CH3:49])[C:38](=[O:39])[C:35]=4[C:36]([OH:37])=[C:31]3[CH2:30][C@@:29]([OH:55])([C:51]([CH2:53][OH:54])=[O:52])[CH2:28]2)[CH2:23][C@H:22]([NH2:56])[C@@H:21]1[OH:57].Cl. Product: [CH:1]1=[CH:2][CH2:3][CH2:4][CH2:5][CH2:6][CH2:7][CH2:8]1.[CH3:19][C@@H:20]1[O:25][C@@H:24]([O:26][C@@H:27]2[C:32]3=[C:33]([OH:50])[C:34]4[C:46](=[O:47])[C:45]5[C:40](=[CH:41][CH:42]=[CH:43][C:44]=5[O:48][CH3:49])[C:38](=[O:39])[C:35]=4[C:36]([OH:37])=[C:31]3[CH2:30][C@@:29]([OH:55])([C:51]([CH2:53][OH:54])=[O:52])[CH2:28]2)[CH2:23][C@H:22]([NH2:56])[C@@H:21]1[OH:57]. The catalyst class is: 3. (9) Reactant: CCCC[CH2:5][CH2:6][CH2:7][CH2:8][CH2:9][CH2:10][CH2:11][CH2:12][CH2:13][CH2:14][CH2:15][CH2:16][CH2:17][CH2:18][CH2:19][CH2:20][CH2:21][C:22]([O:24][CH:25]([C:27](OC(C([O-])=O)C)=[O:28])C)=[O:23].[Na+].C([O-])(=O)CCCCCCC/C=C\C/C=C\CCCCC. Product: [CH3:5][CH2:6][CH2:7][CH2:8][CH2:9][CH2:10][CH2:11][CH2:12][CH2:13][CH2:14][CH2:15][CH2:16][CH2:17][CH2:18][CH2:19][CH2:20][CH2:21][C:22]([O:24][CH2:25][CH2:27][OH:28])=[O:23]. The catalyst class is: 610. (10) Reactant: [CH2:1](O)[CH:2]=[CH2:3].N(C(OC(C)C)=O)=NC(OC(C)C)=O.[CH2:19]([N:22]([C:39]([O:41][C:42]([CH3:45])([CH3:44])[CH3:43])=[O:40])[CH2:23][C@H:24]([NH:26][S:27]([C:30]1[CH:35]=[CH:34][CH:33]=[CH:32][C:31]=1[N+:36]([O-:38])=[O:37])(=[O:29])=[O:28])[CH3:25])[CH:20]=[CH2:21].C1(P(C2C=CC=CC=2)C2C=CC=CC=2)C=CC=CC=1. Product: [CH2:3]([N:26]([C@H:24]([CH3:25])[CH2:23][N:22]([CH2:19][CH:20]=[CH2:21])[C:39]([O:41][C:42]([CH3:44])([CH3:43])[CH3:45])=[O:40])[S:27]([C:30]1[CH:35]=[CH:34][CH:33]=[CH:32][C:31]=1[N+:36]([O-:38])=[O:37])(=[O:28])=[O:29])[CH:2]=[CH2:1]. The catalyst class is: 30.